Task: Predict the reactants needed to synthesize the given product.. Dataset: Full USPTO retrosynthesis dataset with 1.9M reactions from patents (1976-2016) (1) Given the product [CH3:66][N:61]([CH3:62])[C:67]1[C:68]2[C:75]([B:76]3[O:80][C:79]([CH3:81])([CH3:82])[C:78]([CH3:84])([CH3:83])[O:77]3)=[CH:74][N:73]([CH2:85][O:86][CH2:87][CH2:88][Si:89]([CH3:92])([CH3:91])[CH3:90])[C:69]=2[N:70]=[CH:71][N:72]=1, predict the reactants needed to synthesize it. The reactants are: IC1C2C(N(C)C)=NC=NC=2N(COCC[Si](C)(C)C)C=1.ClC1C2C(I)=CN(COCC[Si](C)(C)C)C=2N=CN=1.CN(C)C1C2C(C3C=C(C=CC=3)C#N)=CNC=2N=CN=1.[N:61]1([C:67]2[C:68]3[C:75]([B:76]4[O:80][C:79]([CH3:82])([CH3:81])[C:78]([CH3:84])([CH3:83])[O:77]4)=[CH:74][N:73]([CH2:85][O:86][CH2:87][CH2:88][Si:89]([CH3:92])([CH3:91])[CH3:90])[C:69]=3[N:70]=[CH:71][N:72]=2)[CH2:66]COC[CH2:62]1. (2) Given the product [CH3:20][O:19][C:17]([C:15]1[N:14]([CH:7]2[C:8]3[C:4](=[CH:3][C:2]([F:1])=[CH:10][CH:9]=3)[CH2:5][CH2:6]2)[CH:13]=[N:12][CH:16]=1)=[O:18], predict the reactants needed to synthesize it. The reactants are: [F:1][C:2]1[CH:3]=[C:4]2[C:8](=[CH:9][CH:10]=1)[CH:7](O)[CH2:6][CH2:5]2.[NH:12]1[CH:16]=[C:15]([C:17]([O:19][CH3:20])=[O:18])[N:14]=[CH:13]1.N(C(OC(C)C)=O)=NC(OC(C)C)=O. (3) Given the product [NH:18]1[C:19]2[C:24](=[CH:23][C:22]([N:27]3[CH2:28][CH2:29][NH:30][CH2:31][CH2:32]3)=[CH:21][CH:20]=2)[CH:25]=[CH:26]1, predict the reactants needed to synthesize it. The reactants are: NC1C=C2C(=CC=1)NC=C2.ClCCNCCCl.[NH:18]1[C:26]2[C:21](=[C:22]([N:27]3[CH2:32][CH2:31][NH:30][CH2:29][CH2:28]3)[CH:23]=[CH:24][CH:25]=2)[CH:20]=[CH:19]1. (4) Given the product [N:14]1([C:11]([C:8]2[N:9]=[CH:10][C:5]([C:3]([O:2][CH3:1])=[O:4])=[CH:6][CH:7]=2)=[O:13])[CH2:19][CH2:18][O:17][CH2:16][CH2:15]1, predict the reactants needed to synthesize it. The reactants are: [CH3:1][O:2][C:3]([C:5]1[CH:6]=[CH:7][C:8]([C:11]([OH:13])=O)=[N:9][CH:10]=1)=[O:4].[NH:14]1[CH2:19][CH2:18][O:17][CH2:16][CH2:15]1.CCN(CC)CC.CN(C(ON1N=NC2C=CC=CC1=2)=[N+](C)C)C.F[P-](F)(F)(F)(F)F. (5) Given the product [NH2:18][C:14]1[C:13]([C:9]2[N:10]([CH2:11][CH3:12])[C:4]3[CH:3]=[C:2]([O:33][C:34]4[CH:35]=[C:36]([C:40](=[O:42])[CH3:41])[CH:37]=[CH:38][CH:39]=4)[N:7]=[CH:6][C:5]=3[N:8]=2)=[N:17][O:16][N:15]=1, predict the reactants needed to synthesize it. The reactants are: Br[C:2]1[N:7]=[CH:6][C:5]2[N:8]=[C:9]([C:13]3[C:14]([NH2:18])=[N:15][O:16][N:17]=3)[N:10]([CH2:11][CH3:12])[C:4]=2[CH:3]=1.N1C2C(=CC=C3C=2N=CC=C3)C=CC=1.[OH:33][C:34]1[CH:35]=[C:36]([C:40](=[O:42])[CH3:41])[CH:37]=[CH:38][CH:39]=1.C(=O)([O-])[O-].[Cs+].[Cs+]. (6) Given the product [NH:1]1[C:2]2[CH:7]=[CH:6][CH:5]=[CH:4][C:3]=2[N:8]=[C:11]1[C@@H:10]([OH:9])[CH3:14], predict the reactants needed to synthesize it. The reactants are: [NH2:1][C:2]1[CH:7]=[CH:6][CH:5]=[CH:4][C:3]=1[NH2:8].[OH:9][C@@H:10]([CH3:14])[C:11](O)=O.N.